This data is from Full USPTO retrosynthesis dataset with 1.9M reactions from patents (1976-2016). The task is: Predict the reactants needed to synthesize the given product. Given the product [C:1]([O:4][C@H:5]1[CH2:22][CH2:21][C@@:20]2([CH3:23])[C@@H:7]([CH2:8][CH2:9][C@:10]3([CH3:42])[C@@H:19]2[CH2:18][CH2:17][C@H:16]2[C@@:11]3([CH3:41])[CH2:12][CH2:13][C@@:14]3([C:31]([OH:33])=[O:32])[CH2:26][CH2:25][C@@H:24]([C:27]4([CH3:30])[CH2:28][CH2:29]4)[C@@H:15]32)[C:6]1([CH3:44])[CH3:43])(=[O:3])[CH3:2], predict the reactants needed to synthesize it. The reactants are: [C:1]([O:4][C@H:5]1[CH2:22][CH2:21][C@@:20]2([CH3:23])[C@@H:7]([CH2:8][CH2:9][C@:10]3([CH3:42])[C@@H:19]2[CH2:18][CH2:17][C@H:16]2[C@@:11]3([CH3:41])[CH2:12][CH2:13][C@@:14]3([C:31]([O:33]CC4C=CC=CC=4)=[O:32])[CH2:26][CH2:25][C@@H:24]([C:27]4([CH3:30])[CH2:29][CH2:28]4)[C@@H:15]32)[C:6]1([CH3:44])[CH3:43])(=[O:3])[CH3:2].C(O)C.